From a dataset of Forward reaction prediction with 1.9M reactions from USPTO patents (1976-2016). Predict the product of the given reaction. (1) Given the reactants C[O:2][C:3]([C:5]1[CH:9]=[C:8]([C:10]2[S:11][C:12]([C:15]3[CH:20]=[CH:19][CH:18]=[C:17]([S:21]([CH3:24])(=[O:23])=[O:22])[CH:16]=3)=[CH:13][CH:14]=2)[N:7]([C:25]2[CH:30]=[CH:29][CH:28]=[CH:27][C:26]=2[Cl:31])[N:6]=1)=[O:4].[OH-].[Na+], predict the reaction product. The product is: [Cl:31][C:26]1[CH:27]=[CH:28][CH:29]=[CH:30][C:25]=1[N:7]1[C:8]([C:10]2[S:11][C:12]([C:15]3[CH:20]=[CH:19][CH:18]=[C:17]([S:21]([CH3:24])(=[O:22])=[O:23])[CH:16]=3)=[CH:13][CH:14]=2)=[CH:9][C:5]([C:3]([OH:4])=[O:2])=[N:6]1. (2) Given the reactants [O:1]1[CH:5]2[O:6][CH2:7][CH2:8][CH:4]2[CH:3]([OH:9])[CH2:2]1.C(N(CC)CC)C.[C:17](OC(=O)C)(=[O:19])[CH3:18].O, predict the reaction product. The product is: [C:17]([O:9][CH:3]1[CH:4]2[CH:5]([O:6][CH2:7][CH2:8]2)[O:1][CH2:2]1)(=[O:19])[CH3:18]. (3) The product is: [CH3:22][O:23][C:24]1[C:32]([O:33][CH3:34])=[C:31]([O:35][CH3:36])[CH:30]=[C:29]([CH3:37])[C:25]=1[C:26]([C:7]1[C:8]([O:15][CH3:16])=[N:9][CH:10]=[C:11]([Cl:14])[C:12]=1[CH3:13])=[O:27]. Given the reactants C([Mg]Cl)(C)C.Br[C:7]1[C:8]([O:15][CH3:16])=[N:9][CH:10]=[C:11]([Cl:14])[C:12]=1[CH3:13].[Cu]C#N.[Cl-].[Li+].[CH3:22][O:23][C:24]1[C:32]([O:33][CH3:34])=[C:31]([O:35][CH3:36])[CH:30]=[C:29]([CH3:37])[C:25]=1[C:26](Cl)=[O:27].COC1C(OC)=C(OC)C=C(C)C=1C(O)=O.S(Cl)(Cl)=O, predict the reaction product. (4) Given the reactants Br[C:2]1[C:10]2[N:9]3[CH2:11][CH2:12][CH2:13][NH:14][C:15](=[O:16])[C:8]3=[CH:7][C:6]=2[CH:5]=[C:4]([C:17]#[N:18])[CH:3]=1.[Cl:19][C:20]1[N:25]=[CH:24][C:23](B(O)O)=[CH:22][CH:21]=1, predict the reaction product. The product is: [Cl:19][C:20]1[N:25]=[CH:24][C:23]([C:2]2[C:10]3[N:9]4[CH2:11][CH2:12][CH2:13][NH:14][C:15](=[O:16])[C:8]4=[CH:7][C:6]=3[CH:5]=[C:4]([C:17]#[N:18])[CH:3]=2)=[CH:22][CH:21]=1. (5) Given the reactants [F:1][C:2]1[CH:11]=[CH:10][C:9]([CH2:12][C:13]2[C:14]3[N:23]=[CH:22][CH:21]=[CH:20][C:15]=3[C:16](=[O:19])[NH:17][N:18]=2)=[CH:8][C:3]=1[C:4](OC)=[O:5].[NH3:24], predict the reaction product. The product is: [F:1][C:2]1[CH:11]=[CH:10][C:9]([CH2:12][C:13]2[C:14]3[N:23]=[CH:22][CH:21]=[CH:20][C:15]=3[C:16](=[O:19])[NH:17][N:18]=2)=[CH:8][C:3]=1[C:4]([NH2:24])=[O:5]. (6) Given the reactants [CH2:1]([N:8]1[CH2:13][CH2:12][NH:11][CH2:10][CH2:9]1)[C:2]1[CH:7]=[CH:6][CH:5]=[CH:4][CH:3]=1.[CH2:14]([O:16][C:17]([C:19]1[O:20][C:21]2[C:27](Br)=[CH:26][CH:25]=[CH:24][C:22]=2[CH:23]=1)=[O:18])[CH3:15], predict the reaction product. The product is: [CH2:14]([O:16][C:17]([C:19]1[O:20][C:21]2[C:27]([N:11]3[CH2:12][CH2:13][N:8]([CH2:1][C:2]4[CH:3]=[CH:4][CH:5]=[CH:6][CH:7]=4)[CH2:9][CH2:10]3)=[CH:26][CH:25]=[CH:24][C:22]=2[CH:23]=1)=[O:18])[CH3:15]. (7) Given the reactants C1C(=O)N([Cl:8])C(=O)C1.[CH:9]([Si:12]([CH:25]([CH3:27])[CH3:26])([CH:22]([CH3:24])[CH3:23])[O:13][C:14]([C:16]1[CH:21]=[N:20][CH:19]=[CH:18][N:17]=1)=[CH2:15])([CH3:11])[CH3:10], predict the reaction product. The product is: [Cl:8][CH:15]=[C:14]([C:16]1[CH:21]=[N:20][CH:19]=[CH:18][N:17]=1)[O:13][Si:12]([CH:9]([CH3:10])[CH3:11])([CH:22]([CH3:24])[CH3:23])[CH:25]([CH3:27])[CH3:26]. (8) The product is: [C:1]([O:5][C:6](=[O:26])[C:7]1[CH:12]=[CH:11][C:10]([CH2:13][N:14]2[C:23](=[O:24])[CH:22]=[C:21]3[C:16]([CH:17]=[C:18]([C:42]#[C:41][CH2:40][C:34]4[CH:39]=[CH:38][CH:37]=[CH:36][CH:35]=4)[CH:19]=[CH:20]3)=[CH:15]2)=[CH:9][CH:8]=1)([CH3:4])([CH3:3])[CH3:2]. Given the reactants [C:1]([O:5][C:6](=[O:26])[C:7]1[CH:12]=[CH:11][C:10]([CH2:13][N:14]2[C:23](=[O:24])[CH:22]=[C:21]3[C:16]([CH:17]=[C:18](Br)[CH:19]=[CH:20]3)=[CH:15]2)=[CH:9][CH:8]=1)([CH3:4])([CH3:3])[CH3:2].C(N(CC)CC)C.[C:34]1([CH2:40][C:41]#[CH:42])[CH:39]=[CH:38][CH:37]=[CH:36][CH:35]=1, predict the reaction product.